Predict the product of the given reaction. From a dataset of Forward reaction prediction with 1.9M reactions from USPTO patents (1976-2016). (1) Given the reactants [C:1]1([S:7](Cl)(=[O:9])=[O:8])[CH:6]=[CH:5][CH:4]=[CH:3][CH:2]=1.[C:11]([NH:14][C:15]1[C:16](=[O:26])[O:17][C:18]2[C:23]([CH:24]=1)=[CH:22][CH:21]=[CH:20][C:19]=2[OH:25])(=[O:13])[CH3:12].C(Cl)(Cl)Cl, predict the reaction product. The product is: [C:1]1([S:7]([O:25][C:19]2[CH:20]=[CH:21][CH:22]=[C:23]3[C:18]=2[O:17][C:16](=[O:26])[C:15]([NH:14][C:11](=[O:13])[CH3:12])=[CH:24]3)(=[O:9])=[O:8])[CH:6]=[CH:5][CH:4]=[CH:3][CH:2]=1. (2) Given the reactants CC1(C)C(C)(C)OB([C:9]2[CH:10]=[C:11]3[C:15](=[CH:16][CH:17]=2)[CH2:14][C@H:13]([NH:18][S:19]([CH:22]([CH3:24])[CH3:23])(=[O:21])=[O:20])[CH2:12]3)O1.Br[C:27]1[CH:32]=[CH:31][CH:30]=[C:29]([C:33]([F:36])([F:35])[F:34])[N:28]=1.C([O-])([O-])=O.[Na+].[Na+], predict the reaction product. The product is: [F:34][C:33]([F:36])([F:35])[C:29]1[N:28]=[C:27]([C:9]2[CH:10]=[C:11]3[C:15](=[CH:16][CH:17]=2)[CH2:14][C@H:13]([NH:18][S:19]([CH:22]([CH3:23])[CH3:24])(=[O:20])=[O:21])[CH2:12]3)[CH:32]=[CH:31][CH:30]=1. (3) Given the reactants [C:12]([O:11][C:9](O[C:9]([O:11][C:12]([CH3:15])([CH3:14])[CH3:13])=[O:10])=[O:10])([CH3:15])([CH3:14])[CH3:13].[NH:16]1[C:24]2[C:19](=[N:20][CH:21]=[CH:22][CH:23]=2)[C:18]([CH2:25][CH2:26][NH2:27])=[CH:17]1.C(N(CC)CC)C, predict the reaction product. The product is: [NH:16]1[C:24]2[C:19](=[N:20][CH:21]=[CH:22][CH:23]=2)[C:18]([CH2:25][CH2:26][NH:27][C:9](=[O:10])[O:11][C:12]([CH3:13])([CH3:14])[CH3:15])=[CH:17]1. (4) Given the reactants [CH:1]([C:3]1[CH:8]=[CH:7][C:6]([C:9]2[CH:10]=[C:11]([CH2:14][N:15]([CH3:24])[C:16](=[O:23])[C:17]3[CH:22]=[CH:21][CH:20]=[CH:19][CH:18]=3)[S:12][CH:13]=2)=[CH:5][CH:4]=1)=O.[S:25]1[CH2:29][C:28](=[O:30])[NH:27][C:26]1=[O:31].C([O-])(=O)C.[NH2+]1CCCCC1, predict the reaction product. The product is: [O:31]=[C:26]1[NH:27][C:28](=[O:30])[C:29](=[CH:1][C:3]2[CH:8]=[CH:7][C:6]([C:9]3[CH:10]=[C:11]([CH2:14][N:15]([CH3:24])[C:16](=[O:23])[C:17]4[CH:18]=[CH:19][CH:20]=[CH:21][CH:22]=4)[S:12][CH:13]=3)=[CH:5][CH:4]=2)[S:25]1. (5) Given the reactants [N+:1]([C:4]1[CH:9]=[C:8]([N+:10]([O-])=O)[CH:7]=[CH:6][C:5]=1[S:13][CH2:14][C:15]([OH:17])=O)([O-])=O.[Sn], predict the reaction product. The product is: [NH2:10][C:8]1[CH:7]=[CH:6][C:5]2[S:13][CH2:14][C:15](=[O:17])[NH:1][C:4]=2[CH:9]=1. (6) Given the reactants [O:1]([C:8]1[CH:13]=[CH:12][C:11]([NH:14][C:15]2[N:20]=[CH:19][N:18]=[C:17]([NH:21][C:22]3[CH:23]=[C:24]([CH:28]=[CH:29][CH:30]=3)[C:25](O)=[O:26])[CH:16]=2)=[CH:10][CH:9]=1)[C:2]1[CH:7]=[CH:6][CH:5]=[CH:4][CH:3]=1.[CH3:31][NH:32][O:33][CH3:34].Cl.CCN=C=NCCCN(C)C.Cl.Cl.C1C=CC2N(O)N=NC=2C=1.CCN(C(C)C)C(C)C, predict the reaction product. The product is: [CH3:34][O:33][N:32]([CH3:31])[C:25](=[O:26])[C:24]1[CH:28]=[CH:29][CH:30]=[C:22]([NH:21][C:17]2[CH:16]=[C:15]([NH:14][C:11]3[CH:12]=[CH:13][C:8]([O:1][C:2]4[CH:3]=[CH:4][CH:5]=[CH:6][CH:7]=4)=[CH:9][CH:10]=3)[N:20]=[CH:19][N:18]=2)[CH:23]=1.